Task: Predict the reactants needed to synthesize the given product.. Dataset: Full USPTO retrosynthesis dataset with 1.9M reactions from patents (1976-2016) (1) The reactants are: [Cl:1][C:2]1[CH:3]=[C:4]([C:9]([NH:12][CH3:13])=[CH:10][N:11]=1)[C:5]([O:7]C)=O.[C:14]([O:18][C:19]([C:21]1[C:26](C(OC)=O)=CC(Cl)=NC=1)=[O:20])(C)(C)C.C(O)(C(F)(F)F)=[O:33]. Given the product [Cl:1][C:2]1[CH:3]=[C:4]2[C:9](=[CH:10][N:11]=1)[N:12]([CH3:13])[C:26](=[O:33])[C:21]([C:19]([O:18][CH3:14])=[O:20])=[C:5]2[OH:7], predict the reactants needed to synthesize it. (2) Given the product [Na+:46].[Cl:1][C:2]1[CH:3]=[CH:4][C:5]([O:17][CH2:18][CH:19]([CH3:20])[CH3:21])=[C:6]([C:8]2[N:22]([C:23]3[CH:24]=[C:25]([C:29]([F:32])=[CH:30][CH:31]=3)[C:26]([O-:28])=[O:27])[CH:11]=[CH:10][CH:9]=2)[CH:7]=1, predict the reactants needed to synthesize it. The reactants are: [Cl:1][C:2]1[CH:3]=[CH:4][C:5]([O:17][CH2:18][CH:19]([CH3:21])[CH3:20])=[C:6]([C:8](=O)[CH2:9][CH2:10][CH:11]2OCCO2)[CH:7]=1.[NH2:22][C:23]1[CH:24]=[C:25]([C:29]([F:32])=[CH:30][CH:31]=1)[C:26]([OH:28])=[O:27].CC1C=CC(S(O)(=O)=O)=CC=1.Cl.[OH-].[Na+:46]. (3) Given the product [CH:24]1([CH2:27][N:28]([CH2:29][CH2:30][CH3:31])[C:6]2[CH:13]=[CH:12][C:9]([C:10]#[N:11])=[C:8]([C:14]([F:17])([F:16])[F:15])[CH:7]=2)[CH2:26][CH2:25]1, predict the reactants needed to synthesize it. The reactants are: CS(C)=O.F[C:6]1[CH:13]=[CH:12][C:9]([C:10]#[N:11])=[C:8]([C:14]([F:17])([F:16])[F:15])[CH:7]=1.C(=O)([O-])[O-].[Cs+].[Cs+].[CH:24]1([CH2:27][NH:28][CH2:29][CH2:30][CH3:31])[CH2:26][CH2:25]1. (4) The reactants are: [NH2:1][C:2]1[C:10]2[CH2:9][CH2:8][N:7]([C:11]3[CH:16]=[CH:15][C:14]([O:17][CH3:18])=[CH:13][CH:12]=3)[C:6](=[O:19])[C:5]=2[NH:4][N:3]=1.[C:20](=[O:23])([O-])[O-].[K+].[K+].[CH3:26][C:27]1[CH:44]=[C:43]([CH3:45])[CH:42]=[C:41]([CH3:46])[C:28]=1[CH2:29][N:30]1[CH2:35][CH2:34][N:33]([C:36](=O)[CH2:37]CCl)[CH2:32][CH2:31]1. Given the product [NH2:1][C:2]1[C:10]2[CH2:9][CH2:8][N:7]([C:11]3[CH:16]=[CH:15][C:14]([O:17][CH3:18])=[CH:13][CH:12]=3)[C:6](=[O:19])[C:5]=2[N:4]([C:20](=[O:23])[CH2:37][CH2:36][N:33]2[CH2:34][CH2:35][N:30]([CH2:29][C:28]3[C:41]([CH3:46])=[CH:42][C:43]([CH3:45])=[CH:44][C:27]=3[CH3:26])[CH2:31][CH2:32]2)[N:3]=1, predict the reactants needed to synthesize it. (5) The reactants are: [CH2:1]([O:8][C:9]([N:11]1[CH2:16][CH2:15][CH2:14][CH:13]([N:17]2[C:21]([NH:22][C:23](=[O:25])[CH3:24])=[C:20]([C:26]#[N:27])[C:19](C3C=CC(I)=CC=3)=[N:18]2)[CH2:12]1)=[O:10])[C:2]1[CH:7]=[CH:6][CH:5]=[CH:4][CH:3]=1.NC1N(C2CCCN(C(OCC3C=CC=CC=3)=O)C2)N=C([C:57]2[CH:62]=[CH:61][CH:60]=[C:59]([I:63])[CH:58]=2)C=1C#N. Given the product [C:23]([NH:22][C:21]1[N:17]([CH:13]2[CH2:14][CH2:15][CH2:16][N:11]([C:9]([O:8][CH2:1][C:2]3[CH:7]=[CH:6][CH:5]=[CH:4][CH:3]=3)=[O:10])[CH2:12]2)[N:18]=[C:19]([C:57]2[CH:62]=[CH:61][CH:60]=[C:59]([I:63])[CH:58]=2)[C:20]=1[C:26]#[N:27])(=[O:25])[CH3:24], predict the reactants needed to synthesize it. (6) Given the product [Cl:9][C:6]1[N:5]=[C:4]([NH:10][CH2:11][C:12]([CH3:15])([CH3:14])[CH3:13])[C:3]([CH2:2][NH:1][C:39](=[O:40])[CH2:38][C:35]2[CH:36]=[CH:37][C:32]([O:31][CH3:30])=[CH:33][CH:34]=2)=[CH:8][N:7]=1, predict the reactants needed to synthesize it. The reactants are: [NH2:1][CH2:2][C:3]1[C:4]([NH:10][CH2:11][C:12]([CH3:15])([CH3:14])[CH3:13])=[N:5][C:6]([Cl:9])=[N:7][CH:8]=1.CCN(C(C)C)C(C)C.CN(C=O)C.[CH3:30][O:31][C:32]1[CH:37]=[CH:36][C:35]([CH2:38][C:39](O)=[O:40])=[CH:34][CH:33]=1. (7) Given the product [F:51][C:8]([F:7])([C:13]1[C:17]([C:18]([F:23])([F:24])[C:19]([F:20])([F:21])[F:22])=[CH:16][N:15]([CH2:25][C:26]2[CH:31]=[CH:30][C:29]([NH:32][C:33]([C:35]3[C:36]([C:42]([NH:44][C@@H:45]([CH3:49])[CH2:46][S:47]([CH3:48])=[O:5])=[O:43])=[C:37]([Br:41])[CH:38]=[CH:39][CH:40]=3)=[O:34])=[C:28]([CH3:50])[CH:27]=2)[N:14]=1)[C:9]([F:12])([F:11])[F:10], predict the reactants needed to synthesize it. The reactants are: OO.C(O)(=[O:5])C.[F:7][C:8]([F:51])([C:13]1[C:17]([C:18]([F:24])([F:23])[C:19]([F:22])([F:21])[F:20])=[CH:16][N:15]([CH2:25][C:26]2[CH:31]=[CH:30][C:29]([NH:32][C:33]([C:35]3[C:36]([C:42]([NH:44][C@@H:45]([CH3:49])[CH2:46][S:47][CH3:48])=[O:43])=[C:37]([Br:41])[CH:38]=[CH:39][CH:40]=3)=[O:34])=[C:28]([CH3:50])[CH:27]=2)[N:14]=1)[C:9]([F:12])([F:11])[F:10]. (8) Given the product [F:36][C:35]([F:38])([F:37])[C:33]([OH:39])=[O:34].[Cl:1][C:2]1[CH:7]=[CH:6][CH:5]=[CH:4][C:3]=1[CH2:8][O:9][C:10]1[CH:15]=[CH:14][C:13]2[C:16]3([CH2:31][O:32][C:12]=2[CH:11]=1)[CH2:21][CH2:20][N:19]([CH2:22][CH2:23][C:24]([OH:26])=[O:25])[CH2:18][CH2:17]3, predict the reactants needed to synthesize it. The reactants are: [Cl:1][C:2]1[CH:7]=[CH:6][CH:5]=[CH:4][C:3]=1[CH2:8][O:9][C:10]1[CH:15]=[CH:14][C:13]2[C:16]3([CH2:31][O:32][C:12]=2[CH:11]=1)[CH2:21][CH2:20][N:19]([CH2:22][CH2:23][C:24]([O:26]C(C)(C)C)=[O:25])[CH2:18][CH2:17]3.[C:33]([OH:39])([C:35]([F:38])([F:37])[F:36])=[O:34].CC1OC(C=CC2C=C3CCCN4CCCC(=C34)C=2)=CC(=C(C#N)C#N)C=1. (9) Given the product [NH2:11][CH:12]1[CH2:21][C:20]2[C:15](=[C:16]([N:22]3[CH2:26][CH2:25][CH2:24][C:23]3=[O:27])[CH:17]=[CH:18][CH:19]=2)[N:14]([CH2:28][C:29]2[CH:33]=[CH:32][S:31][CH:30]=2)[C:13]1=[O:34], predict the reactants needed to synthesize it. The reactants are: C([C@H]([C@@H](C(O)=O)O)O)(O)=O.[NH2:11][CH:12]1[CH2:21][C:20]2[C:15](=[C:16]([N:22]3[CH2:26][CH2:25][CH2:24][C:23]3=[O:27])[CH:17]=[CH:18][CH:19]=2)[N:14]([CH2:28][C:29]2[CH:33]=[CH:32][S:31][CH:30]=2)[C:13]1=[O:34].